This data is from Full USPTO retrosynthesis dataset with 1.9M reactions from patents (1976-2016). The task is: Predict the reactants needed to synthesize the given product. (1) Given the product [Br:2][C:16]1[CH2:15][CH2:14][C:13]2[C:18](=[CH:19][CH:20]=[C:11]([F:10])[CH:12]=2)[C:17]=1[CH:7]=[O:8], predict the reactants needed to synthesize it. The reactants are: P(Br)(Br)[Br:2].CN(C)[CH:7]=[O:8].[F:10][C:11]1[CH:12]=[C:13]2[C:18](=[CH:19][CH:20]=1)[CH2:17][C:16](=O)[CH2:15][CH2:14]2.C(=O)(O)[O-].[Na+]. (2) The reactants are: [NH:1]1[CH2:6][CH2:5][CH:4]([NH:7][C:8]2[O:9][C:10]3[CH:16]=[CH:15][CH:14]=[C:13]([O:17][CH2:18][C:19]4[CH:24]=[CH:23][N:22]=[CH:21][CH:20]=4)[C:11]=3[N:12]=2)[CH2:3][CH2:2]1.[CH2:25]([O:27][C:28]1[CH:29]=[C:30]([CH:33]=[CH:34][C:35]=1[O:36][CH3:37])[CH:31]=O)[CH3:26].C([BH3-])#N.[Na+].C(N(C(C)C)C(C)C)C. Given the product [CH2:25]([O:27][C:28]1[CH:29]=[C:30]([CH:33]=[CH:34][C:35]=1[O:36][CH3:37])[CH2:31][N:1]1[CH2:2][CH2:3][CH:4]([NH:7][C:8]2[O:9][C:10]3[CH:16]=[CH:15][CH:14]=[C:13]([O:17][CH2:18][C:19]4[CH:20]=[CH:21][N:22]=[CH:23][CH:24]=4)[C:11]=3[N:12]=2)[CH2:5][CH2:6]1)[CH3:26], predict the reactants needed to synthesize it. (3) Given the product [CH:1]([N:4]1[CH2:9][CH2:8][N:7]([C:10]([C:12]2[CH:19]=[CH:18][C:15]([CH2:16][N:20]3[CH2:25][CH2:24][O:23][CH2:22][CH2:21]3)=[CH:14][CH:13]=2)=[O:11])[CH2:6][CH2:5]1)([CH3:3])[CH3:2], predict the reactants needed to synthesize it. The reactants are: [CH:1]([N:4]1[CH2:9][CH2:8][N:7]([C:10]([C:12]2[CH:19]=[CH:18][C:15]([CH:16]=O)=[CH:14][CH:13]=2)=[O:11])[CH2:6][CH2:5]1)([CH3:3])[CH3:2].[NH:20]1[CH2:25][CH2:24][O:23][CH2:22][CH2:21]1. (4) Given the product [F:1][C:2]([F:23])([F:24])[C:3]([C:5]1[CH:6]=[CH:7][C:8]([C:11]2[CH:16]=[CH:15][C:14]([C:17]3([C:20]([NH2:22])=[O:21])[CH2:18][CH2:19]3)=[CH:13][CH:12]=2)=[CH:9][CH:10]=1)([OH:4])[CH3:26], predict the reactants needed to synthesize it. The reactants are: [F:1][C:2]([F:24])([F:23])[C:3]([C:5]1[CH:10]=[CH:9][C:8]([C:11]2[CH:16]=[CH:15][C:14]([C:17]3([C:20]([NH2:22])=[O:21])[CH2:19][CH2:18]3)=[CH:13][CH:12]=2)=[CH:7][CH:6]=1)=[O:4].[Li][CH3:26].[NH4+].[Cl-]. (5) Given the product [C:35]([NH:39]/[C:14](/[NH:13][C:10]1[CH:9]=[C:8]([C:5]2[CH:6]=[CH:7][C:2]([F:1])=[CH:3][CH:4]=2)[NH:12][N:11]=1)=[N:16]/[C:17](=[O:23])[CH2:18][C:19]([CH3:22])([CH3:21])[CH3:20])([CH3:38])([CH3:37])[CH3:36], predict the reactants needed to synthesize it. The reactants are: [F:1][C:2]1[CH:7]=[CH:6][C:5]([C:8]2[NH:12][N:11]=[C:10]([NH:13][C:14]([NH:16][C:17](=[O:23])[CH2:18][C:19]([CH3:22])([CH3:21])[CH3:20])=S)[CH:9]=2)=[CH:4][CH:3]=1.CN(C)CCCN=C=NCC.[C:35]([NH2:39])([CH3:38])([CH3:37])[CH3:36]. (6) The reactants are: [CH3:1][C:2]([CH3:31])([CH3:30])[CH2:3][C:4]([NH:6][C:7]1[C:8]([CH3:29])=[C:9](B(O)O)[C:10]2[O:14][CH2:13][CH:12]([C:15]3[CH:20]=[CH:19][C:18]([CH:21]([CH3:23])[CH3:22])=[CH:17][CH:16]=3)[C:11]=2[C:24]=1[CH3:25])=[O:5].[C:32]([C:35]1[S:36][CH:37]=[C:38](Br)[CH:39]=1)(=[O:34])[CH3:33]. Given the product [C:32]([C:35]1[S:36][CH:37]=[C:38]([C:11]2[C:10]3[O:14][CH2:13][CH:12]([C:15]4[CH:20]=[CH:19][C:18]([CH:21]([CH3:23])[CH3:22])=[CH:17][CH:16]=4)[C:9]=3[C:8]([CH3:29])=[C:7]([NH:6][C:4](=[O:5])[CH2:3][C:2]([CH3:1])([CH3:31])[CH3:30])[C:24]=2[CH3:25])[CH:39]=1)(=[O:34])[CH3:33], predict the reactants needed to synthesize it.